Dataset: Forward reaction prediction with 1.9M reactions from USPTO patents (1976-2016). Task: Predict the product of the given reaction. Given the reactants [O:1]1CC[O:4][CH2:3][CH2:2]1.[C:7]([O:17][C:18](=[C:20]([F:22])[F:21])[F:19])([C:10]([C:13]([F:16])([F:15])[F:14])([F:12])[F:11])([F:9])[F:8].OCCO.[OH-].[K+], predict the reaction product. The product is: [C:13]([C:10]([C:7]([O:17][CH:18]([C:20]([O:1][CH2:2][CH2:3][OH:4])([F:21])[F:22])[F:19])([F:9])[F:8])([F:12])[F:11])([F:16])([F:15])[F:14].